Dataset: Reaction yield outcomes from USPTO patents with 853,638 reactions. Task: Predict the reaction yield, written as a fraction of the theoretical maximum amount of product (1.0 means a 100% yield; for example, 0.34 means a 34% yield). The reactants are C([O:3][C:4]([C:6]1[C:15](=[O:16])[C:14]2[C:9](=[CH:10][CH:11]=[CH:12][C:13]=2[O:17][CH3:18])[NH:8][CH:7]=1)=[O:5])C. The catalyst is [OH-].[Na+]. The product is [CH3:18][O:17][C:13]1[CH:12]=[CH:11][CH:10]=[C:9]2[C:14]=1[C:15](=[O:16])[C:6]([C:4]([OH:5])=[O:3])=[CH:7][NH:8]2. The yield is 0.520.